This data is from Experimentally validated miRNA-target interactions with 360,000+ pairs, plus equal number of negative samples. The task is: Binary Classification. Given a miRNA mature sequence and a target amino acid sequence, predict their likelihood of interaction. The miRNA is hsa-miR-5680 with sequence GAGAAAUGCUGGACUAAUCUGC. The protein sequence of the target gene is MSLHFLYYCSEPTLDVKIAFCQGFDKHVDVSSIAKHYNMSKSKVDNQFYSVEVGDSTFTVLKRYQNLKPIGSGAQGIVCAAYDAVLDRNVAIKKLSRPFQNQTHAKRAYRELVLMKCVNHKNIISLLNVFTPQKTLEEFQDVYLVMELMDANLCQVIQMELDHERMSYLLYQMLCGIKHLHSAGIIHRDLKPSNIVVKSDCTLKILDFGLARTAGTSFMMTPYVVTRYYRAPEVILGMGYKENVDIWSVGCIMGEMVRHKILFPGRSYIDQWNKVIEQLGTPCPEFMKKLQPTVRNYVEN.... Result: 0 (no interaction).